Task: Predict the reactants needed to synthesize the given product.. Dataset: Full USPTO retrosynthesis dataset with 1.9M reactions from patents (1976-2016) (1) Given the product [CH:14]1([NH:17][C:4](=[O:6])[C:3]2[CH:7]=[CH:8][CH:9]=[C:10]([N+:11]([O-:13])=[O:12])[C:2]=2[NH:20][CH:24]2[CH2:26][CH2:25]2)[CH2:16][CH2:15]1, predict the reactants needed to synthesize it. The reactants are: Br[C:2]1[C:10]([N+:11]([O-:13])=[O:12])=[CH:9][CH:8]=[CH:7][C:3]=1[C:4]([OH:6])=O.[CH:14]1([NH2:17])[CH2:16][CH2:15]1.C([N:20]([CH:24]([CH3:26])[CH3:25])C(C)C)C. (2) The reactants are: [C:1]([O:5][C:6]([N:8]1[CH2:13][CH2:12][C:11]([C:20]2[CH:24]=[C:23]([NH2:25])[N:22]([C:26]([CH3:29])([CH3:28])[CH3:27])[N:21]=2)([C:14]2[CH:19]=[CH:18][CH:17]=[CH:16][CH:15]=2)[CH2:10][CH2:9]1)=[O:7])([CH3:4])([CH3:3])[CH3:2].[C:30]([NH:40][C@H:41]([C:43](O)=[O:44])[CH3:42])([O:32][CH2:33][C:34]1[CH:39]=[CH:38][CH:37]=[CH:36][CH:35]=1)=[O:31].O=P(Cl)(Cl)Cl.Cl. Given the product [C:1]([O:5][C:6]([N:8]1[CH2:13][CH2:12][C:11]([C:20]2[CH:24]=[C:23]([NH:25][C:43](=[O:44])[CH:41]([NH:40][C:30]([O:32][CH2:33][C:34]3[CH:39]=[CH:38][CH:37]=[CH:36][CH:35]=3)=[O:31])[CH3:42])[N:22]([C:26]([CH3:29])([CH3:28])[CH3:27])[N:21]=2)([C:14]2[CH:15]=[CH:16][CH:17]=[CH:18][CH:19]=2)[CH2:10][CH2:9]1)=[O:7])([CH3:4])([CH3:2])[CH3:3], predict the reactants needed to synthesize it. (3) Given the product [NH2:6][C@@H:4]1[C@H:3]2[O:7][CH2:8][C@H:9]([NH:10][C:21](=[O:22])[C:20]3[CH:33]=[CH:34][CH:35]=[C:18]([O:11][C:12]4[CH:13]=[CH:14][CH:15]=[CH:16][CH:17]=4)[CH:19]=3)[C@H:2]2[O:1][CH2:5]1, predict the reactants needed to synthesize it. The reactants are: [O:1]1[CH2:5][C@H:4]([NH2:6])[C@H:3]2[O:7][CH2:8][C@H:9]([NH2:10])[C@@H:2]12.[O:11]([C:18]1[CH:19]=[C:20]([CH:33]=[CH:34][CH:35]=1)[C:21](ON1C2C=CC=CC=2N=N1)=[O:22])[C:12]1[CH:17]=[CH:16][CH:15]=[CH:14][CH:13]=1.C(OCC)(=O)C.Cl. (4) Given the product [Br:20][C:2]([Br:1])=[C:3]([C:4]1[CH:9]=[CH:8][CH:7]=[CH:6][C:5]=1[NH2:10])[C:13]1[CH:18]=[CH:17][C:16]([F:19])=[CH:15][CH:14]=1, predict the reactants needed to synthesize it. The reactants are: [Br:1][C:2]([Br:20])=[C:3]([C:13]1[CH:18]=[CH:17][C:16]([F:19])=[CH:15][CH:14]=1)[C:4]1[CH:9]=[CH:8][CH:7]=[CH:6][C:5]=1[N+:10]([O-])=O. (5) Given the product [CH2:1]([C:5]1[CH:9]([C:10]2[CH:15]=[CH:14][CH:13]=[CH:12][CH:11]=2)[C:8]([CH3:16])([CH3:17])[N:7]([C:21](=[O:22])[CH2:20][CH:19]([CH3:18])[CH2:24][C:25]([CH3:28])([CH3:27])[CH3:26])[N:6]=1)[CH2:2][CH2:3][CH3:4], predict the reactants needed to synthesize it. The reactants are: [CH2:1]([C:5]1[CH:9]([C:10]2[CH:15]=[CH:14][CH:13]=[CH:12][CH:11]=2)[C:8]([CH3:17])([CH3:16])[NH:7][N:6]=1)[CH2:2][CH2:3][CH3:4].[CH3:18][CH:19]([CH2:24][C:25]([CH3:28])([CH3:27])[CH3:26])[CH2:20][C:21](Cl)=[O:22].CCN(C(C)C)C(C)C.C([O-])(O)=O.[Na+]. (6) Given the product [CH3:1][N:2]([CH3:10])[C:3]1[CH:4]=[CH:5][C:6]2[N:7]([CH:12]=[C:13]([C:14]([O:16][CH2:17][CH3:18])=[O:15])[N:9]=2)[CH:8]=1, predict the reactants needed to synthesize it. The reactants are: [CH3:1][N:2]([CH3:10])[C:3]1[CH:4]=[CH:5][C:6]([NH2:9])=[N:7][CH:8]=1.Br[CH2:12][C:13](=O)[C:14]([O:16][CH2:17][CH3:18])=[O:15].C(O)C. (7) Given the product [Cl:1][C:2]1[C:6]([N:7]([C:8](=[O:13])[CH2:9][CH2:10][S:11][CH3:12])[C:22](=[O:23])[CH:21]([CH3:20])[CH2:25][S:26][CH3:27])=[CH:5][N:4]([C:14]2[CH:15]=[N:16][CH:17]=[CH:18][CH:19]=2)[N:3]=1, predict the reactants needed to synthesize it. The reactants are: [Cl:1][C:2]1[C:6]([NH:7][C:8](=[O:13])[CH2:9][CH2:10][S:11][CH3:12])=[CH:5][N:4]([C:14]2[CH:15]=[N:16][CH:17]=[CH:18][CH:19]=2)[N:3]=1.[CH3:20][CH:21]([CH2:25][S:26][CH3:27])[C:22](Cl)=[O:23].